This data is from Catalyst prediction with 721,799 reactions and 888 catalyst types from USPTO. The task is: Predict which catalyst facilitates the given reaction. (1) Reactant: [C:1]([C:4]1[CH:25]=[CH:24][C:7]2[N:8]([C:11]3[CH:16]=[CH:15][CH:14]=[C:13]([C:17]4[CH2:22][N:21]([CH3:23])[CH2:20][CH2:19][CH:18]=4)[CH:12]=3)[CH:9]=[N:10][C:6]=2[CH:5]=1)(=O)[CH3:2].Cl.[CH2:27]([O:29][NH2:30])[CH3:28]. Product: [CH2:27]([O:29][N:30]=[C:1]([C:4]1[CH:25]=[CH:24][C:7]2[N:8]([C:11]3[CH:16]=[CH:15][CH:14]=[C:13]([C:17]4[CH2:22][N:21]([CH3:23])[CH2:20][CH2:19][CH:18]=4)[CH:12]=3)[CH:9]=[N:10][C:6]=2[CH:5]=1)[CH3:2])[CH3:28]. The catalyst class is: 8. (2) Reactant: [Br:1][C:2]1[CH:7]=[CH:6][CH:5]=[CH:4][C:3]=1[OH:8].[Cl-].[Mg+2].[Cl-].[CH2:12]=[O:13].C(N(CC)CC)C.Cl. Product: [Br:1][C:2]1[C:3]([OH:8])=[C:4]([CH:5]=[CH:6][CH:7]=1)[CH:12]=[O:13]. The catalyst class is: 10. (3) Reactant: [F:1][C:2]1[CH:7]=[CH:6][C:5]([CH:8]([NH:21]C(=O)OC(C)(C)C)[CH:9]([OH:20])[C:10]2[CH:11]=[CH:12][CH:13]=[C:14]3[C:19]=2[N:18]=[CH:17][CH:16]=[CH:15]3)=[CH:4][CH:3]=1.Cl. Product: [NH2:21][CH:8]([C:5]1[CH:4]=[CH:3][C:2]([F:1])=[CH:7][CH:6]=1)[CH:9]([C:10]1[CH:11]=[CH:12][CH:13]=[C:14]2[C:19]=1[N:18]=[CH:17][CH:16]=[CH:15]2)[OH:20]. The catalyst class is: 135. (4) Reactant: [OH:1][CH2:2][CH2:3][O:4][CH2:5][CH2:6][NH:7][S:8]([CH2:11][C:12]1[CH:17]=[CH:16][CH:15]=[CH:14][C:13]=1[N+:18]([O-])=O)(=[O:10])=[O:9]. Product: [NH2:18][C:13]1[CH:14]=[CH:15][CH:16]=[CH:17][C:12]=1[CH2:11][S:8]([NH:7][CH2:6][CH2:5][O:4][CH2:3][CH2:2][OH:1])(=[O:10])=[O:9]. The catalyst class is: 19. (5) Reactant: [CH3:1][Mg+].[Br-].[O:4]=[C:5]1[N:9]([C:10]([O:12][C:13]([CH3:16])([CH3:15])[CH3:14])=[O:11])[C@H:8]([C:17]([O:19][CH3:20])=[O:18])[CH2:7][CH2:6]1. Product: [C:13]([O:12][C:10]([NH:9][C@@H:8]([CH2:7][CH2:6][C:5](=[O:4])[CH3:1])[C:17]([O:19][CH3:20])=[O:18])=[O:11])([CH3:16])([CH3:15])[CH3:14]. The catalyst class is: 7. (6) Reactant: [C:1]([O:5][C:6]([NH:8][C@@H:9]([CH:14]([CH3:16])[CH3:15])[C:10](OC)=[O:11])=[O:7])([CH3:4])([CH3:3])[CH3:2].O.[NH2:18][NH2:19]. Product: [NH:18]([C:10](=[O:11])[C@@H:9]([NH:8][C:6](=[O:7])[O:5][C:1]([CH3:4])([CH3:3])[CH3:2])[CH:14]([CH3:16])[CH3:15])[NH2:19]. The catalyst class is: 8. (7) Reactant: [Cl:1][C:2]1[CH:3]=[CH:4][C:5]([O:38][CH3:39])=[C:6]([C:8]2[C:12]([NH:13][C:14]([C:16]3[CH:17]=[N:18][N:19]4[CH:24]=[CH:23][CH:22]=[N:21][C:20]=34)=[O:15])=[CH:11][N:10]([CH2:25][CH2:26][N:27]3C(=O)C4C(=CC=CC=4)C3=O)[N:9]=2)[CH:7]=1.NN. Product: [NH2:27][CH2:26][CH2:25][N:10]1[CH:11]=[C:12]([NH:13][C:14]([C:16]2[CH:17]=[N:18][N:19]3[CH:24]=[CH:23][CH:22]=[N:21][C:20]=23)=[O:15])[C:8]([C:6]2[CH:7]=[C:2]([Cl:1])[CH:3]=[CH:4][C:5]=2[O:38][CH3:39])=[N:9]1. The catalyst class is: 8. (8) Reactant: Br[CH2:2][CH2:3][CH:4]1[CH2:6][O:5]1.C(=O)([O-])[O-].[K+].[K+].Cl.[CH3:14][C:15]1[C:20]([CH3:21])=[CH:19][CH:18]=[CH:17][C:16]=1[N:22]1[CH2:27][CH2:26][NH:25][CH2:24][CH2:23]1. Product: [CH3:14][C:15]1[C:20]([CH3:21])=[CH:19][CH:18]=[CH:17][C:16]=1[N:22]1[CH2:23][CH2:24][N:25]([CH2:2][CH2:3][CH:4]2[CH2:6][O:5]2)[CH2:26][CH2:27]1. The catalyst class is: 21. (9) Reactant: [S:1]1[CH:5]=[CH:4][CH:3]=[C:2]1[CH:6]=O.[NH2:8][CH2:9][C:10]1[NH:11][C:12](=[O:20])[C:13]2[CH2:19][O:18][CH2:17][CH2:16][C:14]=2[N:15]=1.C([BH3-])#N.C(O)(=O)C. Product: [S:1]1[CH:5]=[CH:4][CH:3]=[C:2]1[CH2:6][NH:8][CH2:9][C:10]1[NH:11][C:12](=[O:20])[C:13]2[CH2:19][O:18][CH2:17][CH2:16][C:14]=2[N:15]=1. The catalyst class is: 8.